From a dataset of Reaction yield outcomes from USPTO patents with 853,638 reactions. Predict the reaction yield, written as a fraction of the theoretical maximum amount of product (1.0 means a 100% yield; for example, 0.34 means a 34% yield). (1) The reactants are CO[C:3](=[O:13])[C:4]1[C:9]([Cl:10])=[CH:8][CH:7]=[CH:6][C:5]=1[CH2:11]Br.C(N(CC)CC)C.Cl.[NH2:22][C@H:23]1[C:32]2[C:27](=[C:28]([F:37])[CH:29]=[C:30]([C:33]([O:35][CH3:36])=[O:34])[CH:31]=2)[O:26][CH2:25][CH2:24]1. The catalyst is C1(C)C=CC=CC=1.C(Cl)Cl.O. The product is [Cl:10][C:9]1[CH:8]=[CH:7][CH:6]=[C:5]2[C:4]=1[C:3](=[O:13])[N:22]([C@H:23]1[C:32]3[C:27](=[C:28]([F:37])[CH:29]=[C:30]([C:33]([O:35][CH3:36])=[O:34])[CH:31]=3)[O:26][CH2:25][CH2:24]1)[CH2:11]2. The yield is 0.600. (2) The reactants are C(N(CC)CC)C.[NH2:8][C@H:9]([CH3:33])[CH2:10][N:11]([CH2:24][CH2:25][C:26]1[CH:31]=[CH:30][CH:29]=[CH:28][C:27]=1[Cl:32])[S:12]([C:15]1[CH:20]=[CH:19][CH:18]=[CH:17][C:16]=1[N+:21]([O-:23])=[O:22])(=[O:14])=[O:13].[CH:34]1[C:43]2[C:38](=[CH:39][C:40]([S:44](Cl)(=[O:46])=[O:45])=[CH:41][CH:42]=2)[CH:37]=[CH:36][N:35]=1. The catalyst is ClCCl. The product is [Cl:32][C:27]1[CH:28]=[CH:29][CH:30]=[CH:31][C:26]=1[CH2:25][CH2:24][N:11]([CH2:10][C@H:9]([NH:8][S:44]([C:40]1[CH:39]=[C:38]2[C:43](=[CH:42][CH:41]=1)[CH:34]=[N:35][CH:36]=[CH:37]2)(=[O:45])=[O:46])[CH3:33])[S:12]([C:15]1[CH:20]=[CH:19][CH:18]=[CH:17][C:16]=1[N+:21]([O-:23])=[O:22])(=[O:13])=[O:14]. The yield is 0.730.